From a dataset of Peptide-MHC class I binding affinity with 185,985 pairs from IEDB/IMGT. Regression. Given a peptide amino acid sequence and an MHC pseudo amino acid sequence, predict their binding affinity value. This is MHC class I binding data. (1) The peptide sequence is DLNRMPTDML. The MHC is HLA-A68:02 with pseudo-sequence HLA-A68:02. The binding affinity (normalized) is 0.235. (2) The peptide sequence is NPLSAIPPSR. The binding affinity (normalized) is 0. The MHC is Mamu-A2201 with pseudo-sequence Mamu-A2201. (3) The peptide sequence is KLADMSIYC. The MHC is HLA-B08:01 with pseudo-sequence HLA-B08:01. The binding affinity (normalized) is 0.0847. (4) The peptide sequence is PSYQLPLPM. The MHC is HLA-B57:01 with pseudo-sequence HLA-B57:01. The binding affinity (normalized) is 0.0847. (5) The peptide sequence is EFIRIIRPDY. The MHC is HLA-A33:01 with pseudo-sequence HLA-A33:01. The binding affinity (normalized) is 0.368. (6) The peptide sequence is QVKRREGMF. The MHC is HLA-A01:01 with pseudo-sequence HLA-A01:01. The binding affinity (normalized) is 0.0847.